From a dataset of Forward reaction prediction with 1.9M reactions from USPTO patents (1976-2016). Predict the product of the given reaction. Given the reactants CS(O)(=O)=O.N[C@H](C(O)=O)CCSC.C[O:16][C:17]1[CH:18]=[C:19]([C@H:23]([CH2:30][CH3:31])[C@@H:24]([CH3:29])[CH2:25][N:26]([CH3:28])[CH3:27])[CH:20]=[CH:21][CH:22]=1.O, predict the reaction product. The product is: [CH3:28][N:26]([CH3:27])[CH2:25][C@H:24]([CH3:29])[C@H:23]([C:19]1[CH:18]=[C:17]([OH:16])[CH:22]=[CH:21][CH:20]=1)[CH2:30][CH3:31].